This data is from Forward reaction prediction with 1.9M reactions from USPTO patents (1976-2016). The task is: Predict the product of the given reaction. (1) Given the reactants [OH:1][C:2]1([C:20]#[C:21][C:22]2[CH:31]=[CH:30][CH:29]=[CH:28][C:23]=2[C:24](OC)=O)[C:13]([CH3:18])([C:14](F)(F)F)[CH2:12][C:5]2(OC(C)C(C)[O:6]2)[CH:4]=[C:3]1[CH3:19].O, predict the reaction product. The product is: [OH:1][C:2]1(/[CH:20]=[CH:21]/[C:22]2[CH:31]=[CH:30][CH:29]=[CH:28][C:23]=2[CH3:24])[C:13]([CH3:18])([CH3:14])[CH2:12][C:5](=[O:6])[CH:4]=[C:3]1[CH3:19]. (2) Given the reactants [CH3:1][O:2][C:3]1[CH:8]=[CH:7][C:6]([N:9]2[C:13]([C:14]([O:16][CH3:17])=[O:15])=[CH:12][C:11]([C:18]([O:20]C)=[O:19])=[N:10]2)=[CH:5][CH:4]=1.S(=O)(=O)(O)O.C(=O)([O-])[O-].[K+].[K+], predict the reaction product. The product is: [CH3:1][O:2][C:3]1[CH:8]=[CH:7][C:6]([N:9]2[C:13]([C:14]([O:16][CH3:17])=[O:15])=[CH:12][C:11]([C:18]([OH:20])=[O:19])=[N:10]2)=[CH:5][CH:4]=1. (3) Given the reactants [NH2:1][C:2]1[C:3](=[O:13])[N:4]([CH2:10][CH2:11][CH3:12])[C:5](=[O:9])[NH:6][C:7]=1[NH2:8].[CH2:14]([N:21]1[CH:25]=[C:24]([C:26](O)=[O:27])[CH:23]=[N:22]1)[C:15]1[CH:20]=[CH:19][CH:18]=[CH:17][CH:16]=1.CCN=C=NCCCN(C)C.Cl, predict the reaction product. The product is: [NH2:8][C:7]1[NH:6][C:5](=[O:9])[N:4]([CH2:10][CH2:11][CH3:12])[C:3](=[O:13])[C:2]=1[NH:1][C:26]([C:24]1[CH:23]=[N:22][N:21]([CH2:14][C:15]2[CH:20]=[CH:19][CH:18]=[CH:17][CH:16]=2)[CH:25]=1)=[O:27].